Dataset: Forward reaction prediction with 1.9M reactions from USPTO patents (1976-2016). Task: Predict the product of the given reaction. (1) Given the reactants [Br:1][C:2]1[S:6][C:5]2=[C:7](C(O)=O)[N:8]=[CH:9][N:4]2[CH:3]=1.[OH-].[Na+], predict the reaction product. The product is: [Br:1][C:2]1[S:6][C:5]2=[CH:7][N:8]=[CH:9][N:4]2[CH:3]=1. (2) The product is: [ClH:40].[F:1][C:2]1[C:3]([CH2:24][NH:25][CH3:26])=[CH:4][N:5]([S:14]([C:17]2[CH:18]=[CH:19][C:20]([OH:23])=[CH:21][CH:22]=2)(=[O:16])=[O:15])[C:6]=1[C:7]1[C:8]([F:13])=[N:9][CH:10]=[CH:11][CH:12]=1. Given the reactants [F:1][C:2]1[C:3]([CH2:24][N:25](C)[C:26](=O)OC(C)(C)C)=[CH:4][N:5]([S:14]([C:17]2[CH:22]=[CH:21][C:20]([OH:23])=[CH:19][CH:18]=2)(=[O:16])=[O:15])[C:6]=1[C:7]1[C:8]([F:13])=[N:9][CH:10]=[CH:11][CH:12]=1.C(OCC)(=O)C.[ClH:40], predict the reaction product. (3) Given the reactants [CH2:1]([O:3][C:4]1[CH:5]=[C:6](/[CH:18]=[CH:19]/[C:20]([O:22][CH3:23])=[O:21])[CH:7]=[CH:8][C:9]=1OS(C(F)(F)F)(=O)=O)[CH3:2].[CH3:24][O:25][C:26]1[CH:31]=[CH:30][C:29](OB(O)O)=[CH:28][CH:27]=1.C(=O)(O)[O-].[Na+], predict the reaction product. The product is: [CH2:1]([O:3][C:4]1[CH:5]=[C:6](/[CH:18]=[CH:19]/[C:20]([O:22][CH3:23])=[O:21])[CH:7]=[CH:8][C:9]=1[C:29]1[CH:30]=[CH:31][C:26]([O:25][CH3:24])=[CH:27][CH:28]=1)[CH3:2]. (4) Given the reactants O[C:2]1([C:18]2[CH:23]=[CH:22][CH:21]=[CH:20][CH:19]=2)[CH2:6][N:5](C(OC(C)(C)C)=O)[C@H:4]([C:14]([O:16][CH3:17])=[O:15])[CH2:3]1.FC(F)(F)C(O)=O.C(Cl)Cl.CO.[H][H], predict the reaction product. The product is: [C:18]1([C@@H:2]2[CH2:6][NH:5][C@H:4]([C:14]([O:16][CH3:17])=[O:15])[CH2:3]2)[CH:19]=[CH:20][CH:21]=[CH:22][CH:23]=1.